This data is from Retrosynthesis with 50K atom-mapped reactions and 10 reaction types from USPTO. The task is: Predict the reactants needed to synthesize the given product. Given the product Brc1cccc(COc2ccc([C@@H]3C[C@H]3NCCC3CCCCC3)cc2)c1, predict the reactants needed to synthesize it. The reactants are: N[C@@H]1C[C@H]1c1ccc(OCc2cccc(Br)c2)cc1.O=CCC1CCCCC1.